From a dataset of Reaction yield outcomes from USPTO patents with 853,638 reactions. Predict the reaction yield, written as a fraction of the theoretical maximum amount of product (1.0 means a 100% yield; for example, 0.34 means a 34% yield). (1) The reactants are [CH2:1]([C:3]1[S:7][C:6]([C:8]2[CH:13]=[N:12][CH:11]=[CH:10][N:9]=2)=[N:5][C:4]=1[OH:14])[CH3:2].[H-].[Na+].C1C=CC(N([S:24]([C:27]([F:30])([F:29])[F:28])(=[O:26])=[O:25])[S:24]([C:27]([F:30])([F:29])[F:28])(=[O:26])=[O:25])=CC=1.O. The catalyst is C1COCC1. The product is [CH2:1]([C:3]1[S:7][C:6]([C:8]2[CH:13]=[N:12][CH:11]=[CH:10][N:9]=2)=[N:5][C:4]=1[O:14][S:24]([C:27]([F:30])([F:29])[F:28])(=[O:26])=[O:25])[CH3:2]. The yield is 0.281. (2) The reactants are [CH2:1]([O:8][CH2:9][CH2:10][NH:11]C(=O)OC(C)(C)C)[C:2]1[CH:7]=[CH:6][CH:5]=[CH:4][CH:3]=1.[C:19]1([CH3:29])[CH:24]=[CH:23][C:22]([S:25]([OH:28])(=[O:27])=[O:26])=[CH:21][CH:20]=1. The catalyst is C(#N)C. The product is [C:19]1([CH3:29])[CH:20]=[CH:21][C:22]([S:25]([OH:28])(=[O:26])=[O:27])=[CH:23][CH:24]=1.[CH2:1]([O:8][CH2:9][CH2:10][NH2:11])[C:2]1[CH:7]=[CH:6][CH:5]=[CH:4][CH:3]=1. The yield is 1.11. (3) The reactants are [CH2:1]([O:3][C:4]([C:6]1[NH:10][C:9]2[S:11][C:12]([CH:14]=O)=[CH:13][C:8]=2[CH:7]=1)=[O:5])[CH3:2].[BH3-]C#N.[Na+]. The catalyst is ClC(Cl)C.[Zn+2].[I-].[I-]. The product is [CH2:1]([O:3][C:4]([C:6]1[NH:10][C:9]2[S:11][C:12]([CH3:14])=[CH:13][C:8]=2[CH:7]=1)=[O:5])[CH3:2]. The yield is 0.500. (4) The reactants are [NH2:1][C:2]1[N:7]=[CH:6][C:5]([N:8]2[CH2:13][CH2:12][N:11]([C:14]([O:16][C:17]([CH3:20])([CH3:19])[CH3:18])=[O:15])[CH2:10][CH2:9]2)=[CH:4][CH:3]=1.Br[C:22]1[C:23](=[O:30])[N:24]([CH3:29])[CH:25]=[C:26]([Br:28])[CH:27]=1.C(=O)([O-])[O-].[Cs+].[Cs+].CC1(C)C2C(=C(P(C3C=CC=CC=3)C3C=CC=CC=3)C=CC=2)OC2C(P(C3C=CC=CC=3)C3C=CC=CC=3)=CC=CC1=2. The catalyst is C1C=CC(/C=C/C(/C=C/C2C=CC=CC=2)=O)=CC=1.C1C=CC(/C=C/C(/C=C/C2C=CC=CC=2)=O)=CC=1.C1C=CC(/C=C/C(/C=C/C2C=CC=CC=2)=O)=CC=1.[Pd].[Pd].O1CCOCC1. The product is [Br:28][C:26]1[CH:27]=[C:22]([NH:1][C:2]2[N:7]=[CH:6][C:5]([N:8]3[CH2:13][CH2:12][N:11]([C:14]([O:16][C:17]([CH3:20])([CH3:19])[CH3:18])=[O:15])[CH2:10][CH2:9]3)=[CH:4][CH:3]=2)[C:23](=[O:30])[N:24]([CH3:29])[CH:25]=1. The yield is 0.590.